Dataset: Experimentally validated miRNA-target interactions with 360,000+ pairs, plus equal number of negative samples. Task: Binary Classification. Given a miRNA mature sequence and a target amino acid sequence, predict their likelihood of interaction. (1) The miRNA is mmu-miR-369-5p with sequence AGAUCGACCGUGUUAUAUUCGC. The protein sequence of the target gene is MGAQDRPQCHFDIEINREPVGRIMFQLFSDICPKTCKNFLCLCSGEKGLGKTTGKKLCYKGSTFHRVVKNFMIQGGDFSEGNGKGGESIYGGYFKDENFILKHDRAFLLSMANRGKHTNGSQFFITTKPAPHLDGVHVVFGLVISGFEVIEQIENLKTDAASRPYADVRVIDCGVLATKLTKDVFEKKRKKPTCSEGSDSSSRSSSSSESSSESEVERETIRRRRHKRRPKVRHAKKRRKEMSSSEEPRRKRTVSPEGYSERSDVNEKRSVDSNTKREKPVVRPEEIPPVPENRFLLRRD.... Result: 0 (no interaction). (2) The miRNA is hsa-miR-5089-3p with sequence AUGCUACUCGGAAAUCCCACUGA. The protein sequence of the target gene is MEEEKYLPELMAEKDSLDPSFVHASRLLAEEIEKFQGSDGKKEDEEKKYLDVISNKNIKLSERVLIPVKQYPKFNFVGKLLGPRGNSLKRLQEETGAKMSILGKGSMRDKAKEEELRKSGEAKYAHLSDELHVLIEVFAPPGEAYSRMSHALEEIKKFLVPDYNDEIRQEQLRELSYLNGSEDSGRGRGIRGRGIRIAPTAPSRGRGGAIPPPPPPGRGVLTPRGSTVTRGALPVPPVARGVPTPRARGAPTVPGYRAPPPPAHEAYEEYGYDDGYGGEYDDQTYETYDNSYATQTQSVP.... Result: 0 (no interaction). (3) The miRNA is hsa-miR-5580-5p with sequence UGCUGGCUCAUUUCAUAUGUGU. Result: 0 (no interaction). The protein sequence of the target gene is MGNDSVSYEYGDYSDLSDRPVDCLDGACLAIDPLRVAPLPLYAAIFLVGVPGNAMVAWVAGKVARRRVGATWLLHLAVADLLCCLSLPILAVPIARGGHWPYGAVGCRALPSIILLTMYASVLLLAALSADLCFLALGPAWWSTVQRACGVQVACGAAWTLALLLTVPSAIYRRLHQEHFPARLQCVVDYGGSSSTENAVTAIRFLFGFLGPLVAVASCHSALLCWAARRCRPLGTAIVVGFFVCWAPYHLLGLVLTVAAPNSALLARALRAEPLIVGLALAHSCLNPMLFLYFGRAQLR.... (4) The miRNA is hsa-miR-6505-3p with sequence UGACUUCUACCUCUUCCAAAG. Result: 1 (interaction). The protein sequence of the target gene is MADQRMDISSTISDFMSPGPTDLLSSSLGTSGVDCNRKRKGSSTDYQESMDTDKDDPHGRLEYTEHQGRIKNAREAHSQIEKRRRDKMNSFIDELASLVPTCNAMSRKLDKLTVLRMAVQHMKTLRGATNPYTEANYKPTFLSDDELKHLILRAADGFLFVVGCDRGKILFVSESVFKILNYSQNDLIGQSLFDYLHPKDIAKVKEQLSSSDTAPRERLIDAKTGLPVKTDITPGPSRLCSGARRSFFCRMKCNRPSVKVEDKDFPSTCSKKKADRKSFCTIHSTGYLKSWPPTKMGLDE.... (5) The miRNA is hsa-miR-4651 with sequence CGGGGUGGGUGAGGUCGGGC. The protein sequence of the target gene is MVGKLKQNLLLACLVISSVTVFYLGQHAMECHHRIEERSQPARLENPKATVRAGLDIKANKTFTYHKDMPLIFIGGVPRSGTTLMRAMLDAHPDIRCGEETRVIPRILALKQMWSRSSKEKIRLDEAGVTDEVLDSAMQAFLLEVIVKHGEPAPYLCNKDPFALKSLTYLARLFPNAKFLLMVRDGRASVHSMISRKVTIAGFDLNSYRDCLTKWNRAIETMYNQCMEVGYKKCMLVHYEQLVLHPERWMRTLLKFLHIPWNHSVLHHEEMIGKAGGVSLSKVERSTDQVIKPVNVGALS.... Result: 0 (no interaction). (6) The miRNA is dme-miR-311-3p with sequence UAUUGCACAUUCACCGGCCUGA. The protein sequence of the target gene is MAAQIPESDQIKQFKEFLGTYNKLTETCFLDCVKDFTTREVKPEEVTCSEHCLQKYLKMTQRISVRFQEYHIQQNEALAAKAGLLGQPR. Result: 0 (no interaction).